From a dataset of Forward reaction prediction with 1.9M reactions from USPTO patents (1976-2016). Predict the product of the given reaction. Given the reactants Br[C:2]1[CH:21]=[CH:20][C:5]([CH2:6][N:7]2[CH2:12][CH2:11][N:10]([C:13]([O:15][C:16]([CH3:19])([CH3:18])[CH3:17])=[O:14])[CH2:9][CH2:8]2)=[C:4](F)[CH:3]=1.[Li]CCCC.[NH4+].[Cl-].N1(C([O:38][C:39](C)(C)C)=O)CCNCC1.[BH-](OC(C)=O)(OC(C)=O)OC(C)=O.[Na+].C([O-])(O)=O.[Na+].CCCC[N+](CCCC)(CCCC)CCCC.[F-:79], predict the reaction product. The product is: [F:79][C:3]1[CH:4]=[C:5]([CH:20]=[CH:21][C:2]=1[CH2:39][OH:38])[CH2:6][N:7]1[CH2:12][CH2:11][N:10]([C:13]([O:15][C:16]([CH3:19])([CH3:18])[CH3:17])=[O:14])[CH2:9][CH2:8]1.